From a dataset of Forward reaction prediction with 1.9M reactions from USPTO patents (1976-2016). Predict the product of the given reaction. Given the reactants [Cl-].[Na+].[CH3:3][O:4][C:5](=[O:29])[C:6]([C@@H:12]1[C:20]2[C:15](=[CH:16][CH:17]=[CH:18][CH:19]=2)[CH2:14][C@H:13]1[NH:21][C:22]([O:24][C:25]([CH3:28])([CH3:27])[CH3:26])=[O:23])(C)[C:7](OC)=O, predict the reaction product. The product is: [CH3:3][O:4][C:5](=[O:29])[CH:6]([C@@H:12]1[C:20]2[C:15](=[CH:16][CH:17]=[CH:18][CH:19]=2)[CH2:14][C@H:13]1[NH:21][C:22]([O:24][C:25]([CH3:28])([CH3:27])[CH3:26])=[O:23])[CH3:7].